This data is from Peptide-MHC class II binding affinity with 134,281 pairs from IEDB. The task is: Regression. Given a peptide amino acid sequence and an MHC pseudo amino acid sequence, predict their binding affinity value. This is MHC class II binding data. (1) The peptide sequence is DALTLRTATNIWIDH. The MHC is DRB3_0101 with pseudo-sequence DRB3_0101. The binding affinity (normalized) is 0.386. (2) The MHC is DRB3_0101 with pseudo-sequence DRB3_0101. The binding affinity (normalized) is 0. The peptide sequence is IDGNCDGRGKSTRST. (3) The peptide sequence is PASWKNNRIWLQFAK. The MHC is HLA-DQA10301-DQB10302 with pseudo-sequence HLA-DQA10301-DQB10302. The binding affinity (normalized) is 0.392. (4) The peptide sequence is GYLQIVDKIDAAFKI. The MHC is DRB1_0401 with pseudo-sequence DRB1_0401. The binding affinity (normalized) is 0.685. (5) The peptide sequence is QAVELTARLNSLGEA. The MHC is DRB1_1302 with pseudo-sequence DRB1_1302. The binding affinity (normalized) is 0.248. (6) The peptide sequence is YQIAFSRGNRAFIAI. The MHC is HLA-DQA10501-DQB10301 with pseudo-sequence HLA-DQA10501-DQB10301. The binding affinity (normalized) is 0.601. (7) The peptide sequence is YDKFLANVSSVLTGK. The MHC is DRB1_1302 with pseudo-sequence DRB1_1302. The binding affinity (normalized) is 0.889.